Dataset: Forward reaction prediction with 1.9M reactions from USPTO patents (1976-2016). Task: Predict the product of the given reaction. (1) Given the reactants Br[CH2:2][CH2:3][O:4][CH2:5][CH2:6][O:7][C:8]1[CH:17]=[C:16]2[C:11]([C:12]([NH:18][C:19]3[CH:24]=[CH:23][C:22]([Cl:25])=[CH:21][C:20]=3[F:26])=[N:13][CH:14]=[N:15]2)=[CH:10][C:9]=1[O:27][CH3:28].[CH3:29][N:30]1[CH2:35][CH2:34][NH:33][CH2:32][CH2:31]1, predict the reaction product. The product is: [ClH:25].[Cl:25][C:22]1[CH:23]=[CH:24][C:19]([NH:18][C:12]2[C:11]3[C:16](=[CH:17][C:8]([O:7][CH2:6][CH2:5][O:4][CH2:3][CH2:2][N:33]4[CH2:34][CH2:35][N:30]([CH3:29])[CH2:31][CH2:32]4)=[C:9]([O:27][CH3:28])[CH:10]=3)[N:15]=[CH:14][N:13]=2)=[C:20]([F:26])[CH:21]=1. (2) Given the reactants [Br:1][C:2]1[C:7]([CH3:8])=[CH:6][C:5]([C:9]2[N:13]=[CH:12][NH:11][N:10]=2)=[CH:4][C:3]=1[CH3:14].C([O-])([O-])=O.[Cs+].[Cs+].[CH3:21][C:22]1([CH3:25])[CH2:24][O:23]1.O, predict the reaction product. The product is: [Br:1][C:2]1[C:7]([CH3:8])=[CH:6][C:5]([C:9]2[N:13]=[CH:12][N:11]([CH2:21][C:22]([CH3:25])([OH:23])[CH3:24])[N:10]=2)=[CH:4][C:3]=1[CH3:14]. (3) Given the reactants [N:1]1([C:8]([O:10][CH2:11][C:12]2[CH:17]=[CH:16][CH:15]=[CH:14][CH:13]=2)=[O:9])[CH2:3][C@H:2]1[C:4]([O:6][CH3:7])=[O:5].[CH2:18]([OH:22])[CH2:19][CH2:20][CH3:21], predict the reaction product. The product is: [CH2:18]([O:22][CH2:3][C@@H:2]([C:4]([O:6][CH3:7])=[O:5])[NH:1][C:8]([O:10][CH2:11][C:12]1[CH:13]=[CH:14][CH:15]=[CH:16][CH:17]=1)=[O:9])[CH2:19][CH2:20][CH3:21]. (4) Given the reactants [F:1][CH:2]([F:35])[O:3][C:4]1[CH:5]=[C:6]([C:22]2[CH2:27][CH2:26][N:25]([C:28]([O:30][C:31]([CH3:34])([CH3:33])[CH3:32])=[O:29])[CH2:24][CH:23]=2)[CH:7]=[CH:8][C:9]=1[N:10]([CH3:21])[C:11]1[N:16]=[CH:15][C:14]2[N:17]=[CH:18][N:19]([CH3:20])[C:13]=2[CH:12]=1.BrC1C=CC(N)=C(OC(F)F)C=1.C([O-])=O.[NH4+], predict the reaction product. The product is: [F:35][CH:2]([F:1])[O:3][C:4]1[CH:5]=[C:6]([CH:22]2[CH2:27][CH2:26][N:25]([C:28]([O:30][C:31]([CH3:33])([CH3:32])[CH3:34])=[O:29])[CH2:24][CH2:23]2)[CH:7]=[CH:8][C:9]=1[N:10]([CH3:21])[C:11]1[N:16]=[CH:15][C:14]2[N:17]=[CH:18][N:19]([CH3:20])[C:13]=2[CH:12]=1. (5) The product is: [Br:1][C:2]1[C:3]2[N:4]([C:8]([CH:20]=[O:21])=[C:9]([CH2:11][CH3:12])[N:10]=2)[CH:5]=[N:6][CH:7]=1. Given the reactants [Br:1][C:2]1[C:3]2[N:4]([CH:8]=[C:9]([CH2:11][CH3:12])[N:10]=2)[CH:5]=[N:6][CH:7]=1.P(Cl)(Cl)(Cl)=O.CN(C)[CH:20]=[O:21], predict the reaction product. (6) Given the reactants [F:1][C:2]([F:21])([F:20])[C:3]([OH:19])([CH2:16][CH:17]=[CH2:18])[C:4]#[C:5][Si:6]([CH:13]([CH3:15])[CH3:14])([CH:10]([CH3:12])[CH3:11])[CH:7]([CH3:9])[CH3:8].[H-].[Na+].[N+:24]([C:27]1[CH:35]=[CH:34][C:30]([C:31](Cl)=[O:32])=[CH:29][CH:28]=1)([O-:26])=[O:25], predict the reaction product. The product is: [N+:24]([C:27]1[CH:28]=[CH:29][C:30]([C:31]([O:19][C:3]([C:2]([F:1])([F:20])[F:21])([C:4]#[C:5][Si:6]([CH:13]([CH3:14])[CH3:15])([CH:10]([CH3:11])[CH3:12])[CH:7]([CH3:8])[CH3:9])[CH2:16][CH:17]=[CH2:18])=[O:32])=[CH:34][CH:35]=1)([O-:26])=[O:25]. (7) Given the reactants [C:1]([C:5]1[CH:40]=[CH:39][C:8]([C:9]([N:11]2[C@@H:15]([C:16]3[CH:21]=[CH:20][CH:19]=[CH:18][CH:17]=3)[C@@H:14]([C:22]3[CH:27]=[N:26][CH:25]=[CH:24][N:23]=3)[CH2:13][C@@:12]2([CH2:35][CH:36]([CH3:38])[CH3:37])[C:28]([O:30]C(C)(C)C)=[O:29])=[O:10])=[CH:7][C:6]=1[O:41][CH3:42])([CH3:4])([CH3:3])[CH3:2].C(O)(C(F)(F)F)=O, predict the reaction product. The product is: [C:1]([C:5]1[CH:40]=[CH:39][C:8]([C:9]([N:11]2[C@@H:15]([C:16]3[CH:17]=[CH:18][CH:19]=[CH:20][CH:21]=3)[C@@H:14]([C:22]3[CH:27]=[N:26][CH:25]=[CH:24][N:23]=3)[CH2:13][C@@:12]2([CH2:35][CH:36]([CH3:37])[CH3:38])[C:28]([OH:30])=[O:29])=[O:10])=[CH:7][C:6]=1[O:41][CH3:42])([CH3:3])([CH3:4])[CH3:2].